From a dataset of Reaction yield outcomes from USPTO patents with 853,638 reactions. Predict the reaction yield, written as a fraction of the theoretical maximum amount of product (1.0 means a 100% yield; for example, 0.34 means a 34% yield). (1) The reactants are [CH:1]([C:4]1[CH:9]=[CH:8][C:7]([C:10]2[C:14]3[C:15]([CH3:21])=[CH:16][C:17]([CH3:20])=[C:18]([CH3:19])[C:13]=3[O:12][C:11]=2[CH3:22])=[CH:6][CH:5]=1)([CH3:3])[CH3:2]. The catalyst is CO. The product is [CH:1]([C:4]1[CH:5]=[CH:6][C:7]([C@H:10]2[C:14]3[C:15]([CH3:21])=[CH:16][C:17]([CH3:20])=[C:18]([CH3:19])[C:13]=3[O:12][C@H:11]2[CH3:22])=[CH:8][CH:9]=1)([CH3:3])[CH3:2]. The yield is 0.630. (2) The reactants are Br.[NH2:2][C:3]1[C:11]([OH:12])=[C:10]2[C:6]([CH2:7][CH2:8][C:9]2=[O:13])=[CH:5][CH:4]=1.C(N(CC)CC)C.[C:21](OC(=O)C)(=[O:23])[CH3:22].C(=O)([O-])O.[Na+]. The catalyst is O1CCCC1. The product is [OH:12][C:11]1[C:3]([NH:2][C:21](=[O:23])[CH3:22])=[CH:4][CH:5]=[C:6]2[C:10]=1[C:9](=[O:13])[CH2:8][CH2:7]2. The yield is 0.710. (3) The reactants are [F:1][C:2]1[C:10]([O:11][C:12]2[C:21]3[C:16](=[CH:17][C:18]([O:24][CH2:25][CH2:26][CH2:27][N:28]4[CH2:33][CH2:32][NH:31][CH2:30][CH2:29]4)=[C:19]([O:22][CH3:23])[CH:20]=3)[N:15]=[CH:14][N:13]=2)=[CH:9][CH:8]=[C:7]2[C:3]=1[CH:4]=[C:5]([CH3:34])[NH:6]2.FC(F)(F)S(O[CH2:41][C:42]([F:45])([F:44])[F:43])(=O)=O. The catalyst is CO. The product is [F:1][C:2]1[C:10]([O:11][C:12]2[C:21]3[C:16](=[CH:17][C:18]([O:24][CH2:25][CH2:26][CH2:27][N:28]4[CH2:33][CH2:32][N:31]([CH2:41][C:42]([F:45])([F:44])[F:43])[CH2:30][CH2:29]4)=[C:19]([O:22][CH3:23])[CH:20]=3)[N:15]=[CH:14][N:13]=2)=[CH:9][CH:8]=[C:7]2[C:3]=1[CH:4]=[C:5]([CH3:34])[NH:6]2. The yield is 0.440. (4) The reactants are Br[C:2]1[CH:23]=[CH:22][C:5]2[C:6]3[N:7]=[C:8]([N:14]4[C:18]([CH3:19])=[N:17][N:16]([CH3:20])[C:15]4=[O:21])[S:9][C:10]=3[CH2:11][CH2:12][O:13][C:4]=2[CH:3]=1.IC1C=CC2C3N=C(N4C(C)=NN(C)C4=O)SC=3CCOC=2C=1.[CH3:47][C:48]([OH:65])([CH3:64])[CH2:49][N:50]1[CH:54]=[C:53](B2OC(C)(C)C(C)(C)O2)[CH:52]=[N:51]1.C(Cl)Cl.C(=O)([O-])[O-].[Cs+].[Cs+]. The catalyst is C1C=CC(P(C2C=CC=CC=2)[C-]2C=CC=C2)=CC=1.C1C=CC(P(C2C=CC=CC=2)[C-]2C=CC=C2)=CC=1.Cl[Pd]Cl.[Fe+2].O.C1COCC1. The product is [OH:65][C:48]([CH3:64])([CH3:47])[CH2:49][N:50]1[CH:54]=[C:53]([C:2]2[CH:23]=[CH:22][C:5]3[C:6]4[N:7]=[C:8]([N:14]5[C:18]([CH3:19])=[N:17][N:16]([CH3:20])[C:15]5=[O:21])[S:9][C:10]=4[CH2:11][CH2:12][O:13][C:4]=3[CH:3]=2)[CH:52]=[N:51]1. The yield is 0.270. (5) The reactants are [CH3:1][N:2]1[CH2:7][CH2:6][N:5]([C:8]2[CH:9]=[CH:10][C:11]([N+:15]([O-])=O)=[C:12]([CH:14]=2)[NH2:13])[CH2:4][CH2:3]1.Cl.C(O[C:22](=N)[CH2:23][C:24]([O:26][CH2:27][CH3:28])=[O:25])C.[OH-].[Na+]. The catalyst is O. The product is [CH2:27]([O:26][C:24](=[O:25])[CH2:23][C:22]1[NH:13][C:12]2[CH:14]=[C:8]([N:5]3[CH2:6][CH2:7][N:2]([CH3:1])[CH2:3][CH2:4]3)[CH:9]=[CH:10][C:11]=2[N:15]=1)[CH3:28]. The yield is 0.901.